Predict the reactants needed to synthesize the given product. From a dataset of Full USPTO retrosynthesis dataset with 1.9M reactions from patents (1976-2016). (1) The reactants are: Cl.[O:2]1[CH2:7][CH2:6][N:5]([C:8]2[C:9]3[S:23][C:22]([CH2:24][N:25]4[CH2:30][CH2:29][NH:28][CH2:27][CH2:26]4)=[CH:21][C:10]=3[N:11]=[C:12]([C:14]3[CH:15]=[N:16][C:17]([NH2:20])=[N:18][CH:19]=3)[N:13]=2)[CH2:4][CH2:3]1.C([NH:38][C@H:39]([C:41](O)=[O:42])[CH3:40])(OC(C)(C)C)=O. Given the product [NH2:38][C@@H:39]([CH3:40])[C:41]([N:28]1[CH2:27][CH2:26][N:25]([CH2:24][C:22]2[S:23][C:9]3[C:8]([N:5]4[CH2:4][CH2:3][O:2][CH2:7][CH2:6]4)=[N:13][C:12]([C:14]4[CH:19]=[N:18][C:17]([NH2:20])=[N:16][CH:15]=4)=[N:11][C:10]=3[CH:21]=2)[CH2:30][CH2:29]1)=[O:42], predict the reactants needed to synthesize it. (2) Given the product [Cl:1][C:2]1[C:3]([CH3:9])=[C:4]([NH:5][C:10](=[O:12])[CH3:11])[CH:6]=[CH:7][CH:8]=1, predict the reactants needed to synthesize it. The reactants are: [Cl:1][C:2]1[C:3]([CH3:9])=[C:4]([CH:6]=[CH:7][CH:8]=1)[NH2:5].[C:10](OC(=O)C)(=[O:12])[CH3:11]. (3) Given the product [Cl:29][C:17]1[CH:16]=[C:15]([NH:14][C:12]2[N:11]=[CH:10][N:9]=[C:8]3[NH:7][N:6]=[C:5]([O:4][CH2:3][CH2:2][N:30]([CH2:34][CH2:35][OH:36])[CH2:31][CH2:32][OH:33])[C:13]=23)[CH:20]=[CH:19][C:18]=1[O:21][CH2:22][C:23]1[CH:28]=[CH:27][CH:26]=[CH:25][N:24]=1, predict the reactants needed to synthesize it. The reactants are: Cl[CH2:2][CH2:3][O:4][C:5]1[C:13]2[C:8](=[N:9][CH:10]=[N:11][C:12]=2[NH:14][C:15]2[CH:20]=[CH:19][C:18]([O:21][CH2:22][C:23]3[CH:28]=[CH:27][CH:26]=[CH:25][N:24]=3)=[C:17]([Cl:29])[CH:16]=2)[NH:7][N:6]=1.[NH:30]([CH2:34][CH2:35][OH:36])[CH2:31][CH2:32][OH:33].